Dataset: Full USPTO retrosynthesis dataset with 1.9M reactions from patents (1976-2016). Task: Predict the reactants needed to synthesize the given product. The reactants are: [Si:1]([O:8][C@@H:9]([CH2:14][CH2:15]S(C)(=O)=O)[C:10]([O:12][CH3:13])=[O:11])([C:4]([CH3:7])([CH3:6])[CH3:5])([CH3:3])[CH3:2].[I-:20].[Na+]. Given the product [Si:1]([O:8][C@@H:9]([CH2:14][CH2:15][I:20])[C:10]([O:12][CH3:13])=[O:11])([C:4]([CH3:7])([CH3:6])[CH3:5])([CH3:3])[CH3:2], predict the reactants needed to synthesize it.